Dataset: Reaction yield outcomes from USPTO patents with 853,638 reactions. Task: Predict the reaction yield, written as a fraction of the theoretical maximum amount of product (1.0 means a 100% yield; for example, 0.34 means a 34% yield). (1) The reactants are [CH3:1][N:2]([CH3:21])[CH2:3][CH2:4][O:5][C:6]1[CH:7]=[C:8]([C:18]([OH:20])=O)[C:9]2[CH:10]=[CH:11][N:12]([CH:15]([CH3:17])[CH3:16])[C:13]=2[CH:14]=1.CCN=C=NCCCN(C)C.Cl.C1C=CC2N(O)N=NC=2C=1.CCN(C(C)C)C(C)C.[NH2:53][CH2:54][C:55]1[C:56](=[O:65])[NH:57][C:58]([CH3:64])=[CH:59][C:60]=1[CH2:61][CH2:62][CH3:63]. The catalyst is CN(C=O)C.O. The product is [CH3:64][C:58]1[NH:57][C:56](=[O:65])[C:55]([CH2:54][NH:53][C:18]([C:8]2[C:9]3[CH:10]=[CH:11][N:12]([CH:15]([CH3:16])[CH3:17])[C:13]=3[CH:14]=[C:6]([O:5][CH2:4][CH2:3][N:2]([CH3:1])[CH3:21])[CH:7]=2)=[O:20])=[C:60]([CH2:61][CH2:62][CH3:63])[CH:59]=1. The yield is 0.190. (2) The reactants are [Cl-].COC[P+](C1C=CC=CC=1)(C1C=CC=CC=1)C1C=CC=CC=1.CCO[CH2:27][CH2:28][OH:29].C(=O)=O.[Li+].CC([N-]C(C)C)C.[CH2:41]([N:48]1[CH2:52][C:51](C=O)=[CH:50][NH:49]1)[C:42]1[CH:47]=[CH:46][CH:45]=[CH:44][CH:43]=1.Cl.C([O-])([O-])=O.[K+].[K+]. The catalyst is C1COCC1.O. The product is [CH2:41]([N:48]1[CH2:52][C:51]([CH2:27][CH:28]=[O:29])=[CH:50][NH:49]1)[C:42]1[CH:47]=[CH:46][CH:45]=[CH:44][CH:43]=1. The yield is 0.510. (3) The reactants are [N+:1]([C:4]1[CH:21]=[CH:20][C:7]([C:8]([O:10][C:11]2[CH:16]=[CH:15][C:14]([N+:17]([O-])=O)=[CH:13][CH:12]=2)=[O:9])=[CH:6][CH:5]=1)([O-])=O.[H][H]. The catalyst is C(OCC)(=O)C.[Pd]. The product is [NH2:1][C:4]1[CH:21]=[CH:20][C:7]([C:8]([O:10][C:11]2[CH:16]=[CH:15][C:14]([NH2:17])=[CH:13][CH:12]=2)=[O:9])=[CH:6][CH:5]=1. The yield is 0.990. (4) The reactants are FC(F)(F)S(O[C:7]1[C:11]2[CH2:12][N:13]([C:16](=[O:25])[NH:17][C:18]3[CH:23]=[CH:22][CH:21]=[C:20]([Cl:24])[CH:19]=3)[CH2:14][CH2:15][C:10]=2[NH:9][N:8]=1)(=O)=O.[C:28]1([CH3:37])[CH:33]=[CH:32][CH:31]=[CH:30][C:29]=1B(O)O.[O-]P([O-])([O-])=O.[K+].[K+].[K+].O. The catalyst is O1CCOCC1.C1C=CC(P(C2C=CC=CC=2)[C-]2C=CC=C2)=CC=1.C1C=CC(P(C2C=CC=CC=2)[C-]2C=CC=C2)=CC=1.Cl[Pd]Cl.[Fe+2].C1C=CC(P(C2C=CC=CC=2)[C-]2C=CC=C2)=CC=1.C1C=CC(P(C2C=CC=CC=2)[C-]2C=CC=C2)=CC=1.[Fe+2]. The product is [Cl:24][C:20]1[CH:19]=[C:18]([NH:17][C:16]([N:13]2[CH2:14][CH2:15][C:10]3[NH:9][N:8]=[C:7]([C:29]4[CH:30]=[CH:31][CH:32]=[CH:33][C:28]=4[CH3:37])[C:11]=3[CH2:12]2)=[O:25])[CH:23]=[CH:22][CH:21]=1. The yield is 0.241. (5) The reactants are C(OC(C)(C)C)=O.C(OC(N1CCC2C(SCC3C=CC(C(O)=O)=CN=3)=C([Cl:26])C=CC=2CC1)=O)(C)(C)C.[C:38]([O:42][C:43]([N:45]1[CH2:51][CH2:50][C:49]2[C:52]([S:57][CH2:58][C:59]3[CH:64]=[CH:63][C:62]([C:65]([O:67][CH3:68])=[O:66])=[CH:61][N:60]=3)=[C:53](Cl)[CH:54]=[CH:55][C:48]=2[CH:47](Cl)[CH2:46]1)=[O:44])([CH3:41])([CH3:40])[CH3:39].[OH-].[Li+]. The catalyst is CO.Cl. The product is [C:38]([O:42][C:43]([N:45]1[CH:51]([Cl:26])[CH2:50][C:49]2[C:52]([S:57][CH2:58][C:59]3[CH:64]=[CH:63][C:62]([C:65]([O:67][CH3:68])=[O:66])=[CH:61][N:60]=3)=[CH:53][CH:54]=[CH:55][C:48]=2[CH2:47][CH2:46]1)=[O:44])([CH3:39])([CH3:40])[CH3:41]. The yield is 0.950. (6) The reactants are C(O[C@H:5]1[C@H:10]([NH:11][C:12]([NH:14][C:15]([O:17][CH2:18][CH:19]2[C:31]3[CH:30]=[CH:29][CH:28]=[CH:27][C:26]=3[C:25]3[C:20]2=[CH:21][CH:22]=[CH:23][CH:24]=3)=[O:16])=[S:13])[C@@H:9]([O:32][C:33](=[O:35])[CH3:34])[C@H:8]([O:36][C:37](=[O:39])[CH3:38])[C@@H:7]([CH2:40][O:41][C:42](=[O:44])[CH3:43])[O:6]1)(=O)C.Cl[Sn](Cl)(Cl)Cl.C([O-])(O)=O.[Na+]. The catalyst is C(Cl)Cl. The product is [C:37]([O:36][C@@H:8]1[C@@H:7]([CH2:40][O:41][C:42](=[O:44])[CH3:43])[O:6][C@H:5]2[C@H:10]([N:11]=[C:12]([NH:14][C:15]([O:17][CH2:18][CH:19]3[C:31]4[CH:30]=[CH:29][CH:28]=[CH:27][C:26]=4[C:25]4[C:20]3=[CH:21][CH:22]=[CH:23][CH:24]=4)=[O:16])[S:13]2)[C@H:9]1[O:32][C:33](=[O:35])[CH3:34])(=[O:39])[CH3:38]. The yield is 0.690. (7) The reactants are [CH3:1][CH2:2][O:3][C:4]([CH:6]1[CH2:10][CH2:9][CH:8]([CH2:11][N:12]([CH2:17][C:18]([O:20]C(C)(C)C)=[O:19])[C:13]([O:15][CH3:16])=[O:14])[N:7]1C(OC(C)(C)C)=O)=[O:5].Cl. The catalyst is O1CCOCC1. The product is [CH2:2]([O:3][C:4]([CH:6]1[CH2:10][CH2:9][CH:8]([CH2:11][N:12]([CH2:17][C:18]([OH:20])=[O:19])[C:13]([O:15][CH3:16])=[O:14])[NH:7]1)=[O:5])[CH3:1]. The yield is 1.00.